Dataset: Blood-brain barrier permeability classification from the B3DB database. Task: Regression/Classification. Given a drug SMILES string, predict its absorption, distribution, metabolism, or excretion properties. Task type varies by dataset: regression for continuous measurements (e.g., permeability, clearance, half-life) or binary classification for categorical outcomes (e.g., BBB penetration, CYP inhibition). Dataset: b3db_classification. The drug is O=C1O[C@H]([C@@H](O)CO)C(O)=C1O. The result is 1 (penetrates BBB).